From a dataset of NCI-60 drug combinations with 297,098 pairs across 59 cell lines. Regression. Given two drug SMILES strings and cell line genomic features, predict the synergy score measuring deviation from expected non-interaction effect. (1) Drug 1: CC(C1=C(C=CC(=C1Cl)F)Cl)OC2=C(N=CC(=C2)C3=CN(N=C3)C4CCNCC4)N. Drug 2: C1CCC(CC1)NC(=O)N(CCCl)N=O. Cell line: K-562. Synergy scores: CSS=37.9, Synergy_ZIP=2.45, Synergy_Bliss=3.31, Synergy_Loewe=-16.2, Synergy_HSA=3.69. (2) Drug 1: CC12CCC(CC1=CCC3C2CCC4(C3CC=C4C5=CN=CC=C5)C)O. Drug 2: CC=C1C(=O)NC(C(=O)OC2CC(=O)NC(C(=O)NC(CSSCCC=C2)C(=O)N1)C(C)C)C(C)C. Cell line: LOX IMVI. Synergy scores: CSS=76.8, Synergy_ZIP=6.55, Synergy_Bliss=6.01, Synergy_Loewe=-4.33, Synergy_HSA=8.19. (3) Drug 1: CC1=C(C=C(C=C1)C(=O)NC2=CC(=CC(=C2)C(F)(F)F)N3C=C(N=C3)C)NC4=NC=CC(=N4)C5=CN=CC=C5. Drug 2: CC1C(C(CC(O1)OC2CC(CC3=C2C(=C4C(=C3O)C(=O)C5=CC=CC=C5C4=O)O)(C(=O)C)O)N)O. Cell line: SR. Synergy scores: CSS=41.1, Synergy_ZIP=2.34, Synergy_Bliss=1.75, Synergy_Loewe=-19.5, Synergy_HSA=2.44.